Dataset: Human liver microsome stability data. Task: Regression/Classification. Given a drug SMILES string, predict its absorption, distribution, metabolism, or excretion properties. Task type varies by dataset: regression for continuous measurements (e.g., permeability, clearance, half-life) or binary classification for categorical outcomes (e.g., BBB penetration, CYP inhibition). Dataset: hlm. (1) The compound is CC(=Cc1nn(CCC(C)C)c(=O)c(C2=NS(=O)(=O)c3cc(NS(C)(=O)=O)ccc3N2)c1O)C(F)(F)F. The result is 1 (stable in human liver microsomes). (2) The drug is CC(C)(NC(=O)c1nn(-c2c[n+]([O-])ccn2)c2c1C[C@@H]1C[C@H]21)C(F)(F)F. The result is 0 (unstable in human liver microsomes).